From a dataset of Catalyst prediction with 721,799 reactions and 888 catalyst types from USPTO. Predict which catalyst facilitates the given reaction. Reactant: Cl.Cl.[NH:3]1[CH2:8][CH2:7][CH:6](/[CH:9]=[C:10]2/[C:11]([NH:16][CH2:17][C:18]#[CH:19])=[N:12][C:13](=[O:15])[S:14]/2)[CH2:5][CH2:4]1.[F:20][C:21]([F:31])([F:30])[C:22]1[CH:29]=[CH:28][C:25]([CH:26]=O)=[CH:24][CH:23]=1.C(O[BH-](OC(=O)C)OC(=O)C)(=O)C.[Na+].C(=O)([O-])O.[Na+]. The catalyst class is: 338. Product: [CH2:17]([NH:16][C:11]1=[N:12][C:13](=[O:15])[S:14]/[C:10]/1=[CH:9]\[CH:6]1[CH2:7][CH2:8][N:3]([CH2:26][C:25]2[CH:24]=[CH:23][C:22]([C:21]([F:20])([F:30])[F:31])=[CH:29][CH:28]=2)[CH2:4][CH2:5]1)[C:18]#[CH:19].